The task is: Predict the product of the given reaction.. This data is from Forward reaction prediction with 1.9M reactions from USPTO patents (1976-2016). (1) Given the reactants [C:1]([NH:8][C@@H:9]([C:11]([OH:13])=O)[CH3:10])([O:3][C:4]([CH3:7])([CH3:6])[CH3:5])=[O:2].Cl.[CH3:15][O:16][C:17](=[O:22])[CH:18]([CH2:20][OH:21])[NH2:19].C(N(CC)C(C)C)(C)C.CN(C(ON1N=NC2C=CC=NC1=2)=[N+](C)C)C.F[P-](F)(F)(F)(F)F, predict the reaction product. The product is: [CH3:15][O:16][C:17](=[O:22])[CH:18]([NH:19][C:11](=[O:13])[C@H:9]([NH:8][C:1]([O:3][C:4]([CH3:5])([CH3:6])[CH3:7])=[O:2])[CH3:10])[CH2:20][OH:21]. (2) The product is: [C:17]([CH2:16][NH:15][C:11]([C:9]1[CH:8]=[CH:7][CH:6]=[C:5]2[C:10]=1[N:1]=[CH:2][CH:3]=[CH:4]2)=[O:13])(=[O:18])[NH2:19]. Given the reactants [N:1]1[C:10]2[C:5](=[CH:6][CH:7]=[CH:8][C:9]=2[C:11]([OH:13])=O)[CH:4]=[CH:3][CH:2]=1.Cl.[NH2:15][CH2:16][C:17]([NH2:19])=[O:18].CN1CCOCC1.C1C=NC2N(O)N=NC=2C=1.Cl.CN(C)CCCN=C=NCC, predict the reaction product. (3) The product is: [Cl:1][C:2]1[C:3](=[O:14])[N:15]([CH2:16][C:17]2[CH:18]=[N:19][CH:20]=[CH:21][CH:22]=2)[C:5](=[O:13])[C:6]=1[C:7]1[CH:8]=[CH:9][CH:10]=[CH:11][CH:12]=1. Given the reactants [Cl:1][C:2]1[C:3](=[O:14])O[C:5](=[O:13])[C:6]=1[C:7]1[CH:12]=[CH:11][CH:10]=[CH:9][CH:8]=1.[NH2:15][CH2:16][C:17]1[CH:18]=[N:19][CH:20]=[CH:21][CH:22]=1, predict the reaction product. (4) Given the reactants C[Si](Cl)(C)C.[I-].[Na+].C[O:9][C:10]1[C:15]([C:16](=[O:21])[CH:17]=[C:18]([CH3:20])[CH3:19])=[CH:14][CH:13]=[CH:12][N:11]=1.O, predict the reaction product. The product is: [CH3:19][C:18]1([CH3:20])[O:9][C:10]2=[N:11][CH:12]=[CH:13][CH:14]=[C:15]2[C:16](=[O:21])[CH2:17]1.